This data is from Reaction yield outcomes from USPTO patents with 853,638 reactions. The task is: Predict the reaction yield, written as a fraction of the theoretical maximum amount of product (1.0 means a 100% yield; for example, 0.34 means a 34% yield). (1) The reactants are [NH:1]1[CH2:8][CH2:7][CH2:6][C@H:2]1[C:3]([OH:5])=[O:4].Br[C:10]1[S:11][C:12]2[CH:18]=[CH:17][CH:16]=[CH:15][C:13]=2[N:14]=1.C(=O)([O-])[O-].[K+].[K+]. The catalyst is CN(C)C=O.[Cu](I)I. The product is [S:11]1[C:12]2[CH:18]=[CH:17][CH:16]=[CH:15][C:13]=2[N:14]=[C:10]1[N:1]1[CH2:8][CH2:7][CH2:6][C@H:2]1[C:3]([OH:5])=[O:4]. The yield is 0.600. (2) The reactants are [NH:1]1[C:5]2[CH:6]=[CH:7][C:8]([C:10]([OH:12])=O)=[CH:9][C:4]=2[N:3]=[CH:2]1.[NH:13]1[CH2:18][CH2:17][CH2:16][C@@H:15]2[C:19]3[CH:20]=[CH:21][C:22]([NH2:26])=[CH:23][C:24]=3[CH2:25][C@H:14]12. No catalyst specified. The product is [NH2:26][C:22]1[CH:21]=[CH:20][C:19]2[C@@H:15]3[C@@H:14]([N:13]([C:10]([C:8]4[CH:7]=[CH:6][C:5]5[NH:1][CH:2]=[N:3][C:4]=5[CH:9]=4)=[O:12])[CH2:18][CH2:17][CH2:16]3)[CH2:25][C:24]=2[CH:23]=1. The yield is 0.300. (3) The reactants are [I:1][C:2]1[CH:3]=[C:4]([CH:8]=[C:9]([N+:11]([O-:13])=[O:12])[CH:10]=1)[C:5]([OH:7])=[O:6].O=S(Cl)Cl.[CH3:18]O. No catalyst specified. The product is [CH3:18][O:6][C:5](=[O:7])[C:4]1[CH:8]=[C:9]([N+:11]([O-:13])=[O:12])[CH:10]=[C:2]([I:1])[CH:3]=1. The yield is 0.990. (4) The reactants are [C:1]([NH:8][C@@H:9]([C:13]([OH:15])=O)[CH:10]([CH3:12])[CH3:11])([O:3][C:4]([CH3:7])([CH3:6])[CH3:5])=[O:2].C(Cl)CCl.C1C=CC2N(O)N=NC=2C=1.Cl.[Cl:31][C:32]1[CH:37]=[CH:36][C:35]([C:38]2([OH:46])[CH2:43][CH2:42][NH:41][CH2:40][C:39]2([CH3:45])[CH3:44])=[CH:34][C:33]=1[O:47][CH3:48].CCN(C(C)C)C(C)C. The catalyst is ClCCl. The product is [Cl:31][C:32]1[CH:37]=[CH:36][C:35]([C:38]2([OH:46])[CH2:43][CH2:42][N:41]([C:13](=[O:15])[C@H:9]([NH:8][C:1](=[O:2])[O:3][C:4]([CH3:5])([CH3:6])[CH3:7])[CH:10]([CH3:11])[CH3:12])[CH2:40][C:39]2([CH3:44])[CH3:45])=[CH:34][C:33]=1[O:47][CH3:48]. The yield is 0.990. (5) The reactants are [CH3:1][O:2][CH2:3][CH2:4][CH2:5][O:6][C:7]1[CH:8]=[C:9]([CH2:21][CH2:22][C:23]([O:25][CH2:26][CH3:27])=[O:24])[CH:10]=[CH:11][C:12]=1OS(C(F)(F)F)(=O)=O.[N:28]1([C:34]([C:36]2[CH:41]=[CH:40][C:39](B(O)O)=[CH:38][CH:37]=2)=[O:35])[CH2:33][CH2:32][O:31][CH2:30][CH2:29]1.[F-].[Cs+]. The catalyst is C(COC)OC.C(O)C. The product is [CH3:1][O:2][CH2:3][CH2:4][CH2:5][O:6][C:7]1[CH:8]=[C:9]([CH2:21][CH2:22][C:23]([O:25][CH2:26][CH3:27])=[O:24])[CH:10]=[CH:11][C:12]=1[C:39]1[CH:38]=[CH:37][C:36]([C:34]([N:28]2[CH2:33][CH2:32][O:31][CH2:30][CH2:29]2)=[O:35])=[CH:41][CH:40]=1. The yield is 0.650.